From a dataset of Forward reaction prediction with 1.9M reactions from USPTO patents (1976-2016). Predict the product of the given reaction. Given the reactants [CH3:1][O:2][C:3]1[CH:4]=[C:5]2[C:10](=[CH:11][C:12]=1[O:13][CH3:14])[N:9]=[CH:8][CH:7]=[C:6]2[O:15][C:16]1[CH:22]=[CH:21][C:19]([NH2:20])=[CH:18][CH:17]=1.C(N(CC)CC)C.Cl[C:31](Cl)([O:33]C(=O)OC(Cl)(Cl)Cl)Cl.[Cl:42][C:43]1[CH:48]=[CH:47][C:46]([C@@H:49]([NH2:51])[CH3:50])=[CH:45][CH:44]=1, predict the reaction product. The product is: [Cl:42][C:43]1[CH:48]=[CH:47][C:46]([C@@H:49]([NH:51][C:31]([NH:20][C:19]2[CH:21]=[CH:22][C:16]([O:15][C:6]3[C:5]4[C:10](=[CH:11][C:12]([O:13][CH3:14])=[C:3]([O:2][CH3:1])[CH:4]=4)[N:9]=[CH:8][CH:7]=3)=[CH:17][CH:18]=2)=[O:33])[CH3:50])=[CH:45][CH:44]=1.